From a dataset of Forward reaction prediction with 1.9M reactions from USPTO patents (1976-2016). Predict the product of the given reaction. (1) Given the reactants Br[C:2]1[CH:7]=[CH:6][C:5]([C:8]2[N:12]([CH:13]3[CH2:18][CH2:17][O:16][CH2:15][CH2:14]3)[N:11]=[CH:10][C:9]=2[C:19]([O:21][CH2:22][CH3:23])=[O:20])=[C:4]([F:24])[CH:3]=1.[B:25]1([B:25]2[O:29][C:28]([CH3:31])([CH3:30])[C:27]([CH3:33])([CH3:32])[O:26]2)[O:29][C:28]([CH3:31])([CH3:30])[C:27]([CH3:33])([CH3:32])[O:26]1.C([O-])(=O)C.[K+], predict the reaction product. The product is: [F:24][C:4]1[CH:3]=[C:2]([B:25]2[O:29][C:28]([CH3:31])([CH3:30])[C:27]([CH3:33])([CH3:32])[O:26]2)[CH:7]=[CH:6][C:5]=1[C:8]1[N:12]([CH:13]2[CH2:18][CH2:17][O:16][CH2:15][CH2:14]2)[N:11]=[CH:10][C:9]=1[C:19]([O:21][CH2:22][CH3:23])=[O:20]. (2) Given the reactants F[C:2]1[C:7]([C:8]2[CH:9]=[CH:10][C:11]3[O:17][CH2:16][CH2:15][N:14]4[CH:18]=[C:19]([C:21]5[N:25]([CH:26]([CH3:28])[CH3:27])[N:24]=[CH:23][N:22]=5)[N:20]=[C:13]4[C:12]=3[CH:29]=2)=[CH:6][CH:5]=[CH:4][N:3]=1.Cl.C[O:32]CCOC, predict the reaction product. The product is: [CH:26]([N:25]1[C:21]([C:19]2[N:20]=[C:13]3[C:12]4[CH:29]=[C:8]([C:7]5[C:2](=[O:32])[NH:3][CH:4]=[CH:5][CH:6]=5)[CH:9]=[CH:10][C:11]=4[O:17][CH2:16][CH2:15][N:14]3[CH:18]=2)=[N:22][CH:23]=[N:24]1)([CH3:28])[CH3:27]. (3) The product is: [F:48][C:45]1[CH:46]=[C:47]2[C:42](=[CH:43][CH:44]=1)[NH:41][CH:40]=[C:39]2[CH2:38][CH2:37][CH2:36][CH2:35][N:20]1[CH2:21][CH2:22][N:17]([C:14]2[CH:13]=[CH:12][C:11]([N:6]3[CH:7]=[CH:8][C:9]4[O:10][C:2]([CH3:1])=[CH:3][C:4]=4[C:5]3=[O:23])=[CH:16][CH:15]=2)[CH2:18][CH2:19]1. Given the reactants [CH3:1][C:2]1[O:10][C:9]2[CH:8]=[CH:7][N:6]([C:11]3[CH:16]=[CH:15][C:14]([N:17]4[CH2:22][CH2:21][NH:20][CH2:19][CH2:18]4)=[CH:13][CH:12]=3)[C:5](=[O:23])[C:4]=2[CH:3]=1.CC1C=CC(S(O[CH2:35][CH2:36][CH2:37][CH2:38][C:39]2[C:47]3[C:42](=[CH:43][CH:44]=[C:45]([F:48])[CH:46]=3)[NH:41][CH:40]=2)(=O)=O)=CC=1.C(=O)([O-])[O-].[K+].[K+].[I-].[K+], predict the reaction product. (4) Given the reactants I[C:2]1[CH:7]=[CH:6][N:5]=[C:4]([C:8]([OH:10])=O)[CH:3]=1.[CH3:11]N(C)CCCN=C=NCC.ON1[C:27]2[CH:28]=[CH:29][CH:30]=[CH:31][C:26]=2N=N1.Cl.[CH3:33][O:34][C:35](=[O:38])[CH2:36][NH2:37], predict the reaction product. The product is: [CH3:33][O:34][C:35](=[O:38])[CH2:36][NH:37][C:8]([C:4]1[CH:3]=[C:2]([C:30]2[CH:29]=[CH:28][C:27]([CH3:11])=[CH:26][CH:31]=2)[CH:7]=[CH:6][N:5]=1)=[O:10]. (5) The product is: [Cl:34][C:26]1[CH:25]=[C:24]([C:22]2[O:21][N:20]=[C:19]([C:14]3[CH:15]=[CH:16][CH:17]=[C:18]4[C:13]=3[N:12]([CH3:35])[CH:11]=[C:10]4[CH2:9][CH2:8][CH2:7][O:6][CH2:5][C:4]([OH:36])=[O:3])[N:23]=2)[CH:29]=[CH:28][C:27]=1[O:30][CH:31]([CH3:32])[CH3:33]. Given the reactants C([O:3][C:4](=[O:36])[CH2:5][O:6][CH2:7][CH2:8][CH2:9][C:10]1[C:18]2[C:13](=[C:14]([C:19]3[N:23]=[C:22]([C:24]4[CH:29]=[CH:28][C:27]([O:30][CH:31]([CH3:33])[CH3:32])=[C:26]([Cl:34])[CH:25]=4)[O:21][N:20]=3)[CH:15]=[CH:16][CH:17]=2)[N:12]([CH3:35])[CH:11]=1)C.[OH-].[Na+].Cl, predict the reaction product.